This data is from Forward reaction prediction with 1.9M reactions from USPTO patents (1976-2016). The task is: Predict the product of the given reaction. Given the reactants [Cl:1][C:2]1[CH:7]=[CH:6][C:5]([C:8](=[CH2:13])[C:9]([O:11][CH3:12])=[O:10])=[CH:4][CH:3]=1.[CH:14]([NH2:17])([CH3:16])[CH3:15], predict the reaction product. The product is: [Cl:1][C:2]1[CH:3]=[CH:4][C:5]([CH:8]([CH2:13][NH:17][CH:14]([CH3:16])[CH3:15])[C:9]([O:11][CH3:12])=[O:10])=[CH:6][CH:7]=1.